The task is: Regression. Given a peptide amino acid sequence and an MHC pseudo amino acid sequence, predict their binding affinity value. This is MHC class II binding data.. This data is from Peptide-MHC class II binding affinity with 134,281 pairs from IEDB. (1) The peptide sequence is YARFQRQTTLKAAA. The MHC is DRB1_0301 with pseudo-sequence DRB1_0301. The binding affinity (normalized) is 0. (2) The peptide sequence is TKIQYVIRAQLHVGA. The binding affinity (normalized) is 0.442. The MHC is DRB1_0701 with pseudo-sequence DRB1_0701. (3) The peptide sequence is RTEQKDFDGRSEFAY. The MHC is DRB1_1201 with pseudo-sequence DRB1_1201. The binding affinity (normalized) is 0. (4) The MHC is DRB3_0301 with pseudo-sequence DRB3_0301. The binding affinity (normalized) is 0.695. The peptide sequence is KKSALTLKGTSYKICTD.